Task: Predict which catalyst facilitates the given reaction.. Dataset: Catalyst prediction with 721,799 reactions and 888 catalyst types from USPTO (1) Reactant: [CH:1]1([CH2:6][O:7][C:8]2[CH:13]=[CH:12][C:11]([CH2:14][CH2:15][C:16]([O:18][CH3:19])=[O:17])=[CH:10][CH:9]=2)[CH2:5][CH2:4][CH2:3][CH2:2]1.[Br:20]N1C(=O)CCC1=O. Product: [Br:20][C:13]1[CH:12]=[C:11]([CH2:14][CH2:15][C:16]([O:18][CH3:19])=[O:17])[CH:10]=[CH:9][C:8]=1[O:7][CH2:6][CH:1]1[CH2:2][CH2:3][CH2:4][CH2:5]1. The catalyst class is: 10. (2) Reactant: C(O[C@@H:5]1[C@H:10]2[C@H:11]3[C@H:21]([CH2:22][CH2:23][C@:8]2([CH3:9])[C:7](=[O:26])[CH2:6]1)[C@:19]1([CH3:20])[C:14]([CH:15]=[C:16]([O:24][CH3:25])[CH2:17][CH2:18]1)=[CH:13][CH2:12]3)(=O)C.[I-].[CH3:28][S+](C)(C)=O.[OH-].[K+]. Product: [CH2:28]1[C@@H:6]2[C:7](=[O:26])[C@:8]3([CH2:23][CH2:22][C@H:21]4[C@@H:11]([CH2:12][CH:13]=[C:14]5[C@:19]4([CH3:20])[CH2:18][CH2:17][C:16]([O:24][CH3:25])=[CH:15]5)[C@@H:10]3[C@H:5]12)[CH3:9]. The catalyst class is: 6. (3) Reactant: [Cl:1][C:2]1[CH:7]=[C:6]([Cl:8])[CH:5]=[CH:4][C:3]=1[NH:9][C:10]1[N:14]([CH2:15][CH2:16][CH2:17]O)[C:13]2[C:19]([N:24]([CH2:27][CH3:28])[CH2:25][CH3:26])=[CH:20][C:21]([F:23])=[CH:22][C:12]=2[N:11]=1.CS(Cl)(=O)=O. Product: [Cl:1][C:2]1[CH:7]=[C:6]([Cl:8])[CH:5]=[CH:4][C:3]=1[N:9]1[C:10]2=[N:11][C:12]3[C:13](=[C:19]([N:24]([CH2:27][CH3:28])[CH2:25][CH3:26])[CH:20]=[C:21]([F:23])[CH:22]=3)[N:14]2[CH2:15][CH2:16][CH2:17]1. The catalyst class is: 17. (4) Reactant: [CH3:1][C:2]1[CH:7]=[CH:6][C:5]([S:8]([N:11]2[CH:16]=[CH:15][CH:14]=[C:13]([OH:17])[C:12]2=[O:18])(=[O:10])=[O:9])=[CH:4][CH:3]=1.[CH2:19]=O.[NH:21]1[CH2:25][CH2:24][CH2:23][CH2:22]1. Product: [CH3:1][C:2]1[CH:3]=[CH:4][C:5]([S:8]([N:11]2[CH:16]=[CH:15][C:14]([CH2:19][N:21]3[CH2:25][CH2:24][CH2:23][CH2:22]3)=[C:13]([OH:17])[C:12]2=[O:18])(=[O:10])=[O:9])=[CH:6][CH:7]=1. The catalyst class is: 8. (5) Reactant: [Br:1][C:2]1[CH:9]=[C:8](F)[C:7]([F:11])=[CH:6][C:3]=1[C:4]#[N:5].[N:12]1([C:17]2[CH:22]=[CH:21][C:20]([CH2:23][C@@H:24]([NH2:28])[C:25]([NH2:27])=[O:26])=[CH:19][CH:18]=2)[CH:16]=[CH:15][N:14]=[CH:13]1.CCN(C(C)C)C(C)C. Product: [N:12]1([C:17]2[CH:18]=[CH:19][C:20]([CH2:23][C@@H:24]([NH:28][C:8]3[CH:9]=[C:2]([Br:1])[C:3]([C:4]#[N:5])=[CH:6][C:7]=3[F:11])[C:25]([NH2:27])=[O:26])=[CH:21][CH:22]=2)[CH:16]=[CH:15][N:14]=[CH:13]1. The catalyst class is: 16. (6) Product: [Cl:1][C:2]1[CH:3]=[C:4]([S:9]([NH:12][CH2:13][C:14]2[N:15]=[CH:16][C:17]([C:24]([NH:60][CH2:59][C:56]3[S:55][C:54]([CH3:53])=[N:58][CH:57]=3)=[O:25])=[N:18][C:19]=2[C:20]([F:23])([F:21])[F:22])(=[O:11])=[O:10])[CH:5]=[CH:6][C:7]=1[F:8]. Reactant: [Cl:1][C:2]1[CH:3]=[C:4]([S:9]([NH:12][CH2:13][C:14]2[N:15]=[CH:16][C:17]([C:24](O)=[O:25])=[N:18][C:19]=2[C:20]([F:23])([F:22])[F:21])(=[O:11])=[O:10])[CH:5]=[CH:6][C:7]=1[F:8].C(N(CC)CC)C.CCCP1(OP(CCC)(=O)OP(CCC)(=O)O1)=O.Cl.[CH3:53][C:54]1[S:55][C:56]([CH2:59][NH2:60])=[CH:57][N:58]=1. The catalyst class is: 4.